From a dataset of Full USPTO retrosynthesis dataset with 1.9M reactions from patents (1976-2016). Predict the reactants needed to synthesize the given product. (1) Given the product [CH2:14]([CH:16]([N:19]1[CH2:20][CH2:21][N:22]([C:25]([C@H:27]2[CH2:31][CH2:30][N:29]([C:2]3[CH:7]=[CH:6][C:5]([C:8]4[O:12][N:11]=[C:10]([CH3:13])[N:9]=4)=[CH:4][CH:3]=3)[CH2:28]2)=[O:26])[CH2:23][CH2:24]1)[CH2:17][CH3:18])[CH3:15], predict the reactants needed to synthesize it. The reactants are: Br[C:2]1[CH:7]=[CH:6][C:5]([C:8]2[O:12][N:11]=[C:10]([CH3:13])[N:9]=2)=[CH:4][CH:3]=1.[CH2:14]([CH:16]([N:19]1[CH2:24][CH2:23][N:22]([C:25]([C@H:27]2[CH2:31][CH2:30][NH:29][CH2:28]2)=[O:26])[CH2:21][CH2:20]1)[CH2:17][CH3:18])[CH3:15]. (2) Given the product [CH3:1][O:2][C:3]1[CH:11]=[CH:10][CH:9]=[CH:8][C:4]=1[C:5]([O:12][CH2:13][C:14]([C:16]1[CH:21]=[CH:20][CH:19]=[CH:18][CH:17]=1)=[O:15])=[O:6], predict the reactants needed to synthesize it. The reactants are: [CH3:1][O:2][C:3]1[CH:11]=[CH:10][CH:9]=[CH:8][C:4]=1[C:5](Cl)=[O:6].[OH:12][CH2:13][C:14]([C:16]1[CH:21]=[CH:20][CH:19]=[CH:18][CH:17]=1)=[O:15].Cl. (3) Given the product [C:22]([C:17]1[CH:18]=[CH:19][CH:20]=[CH:21][C:16]=1[C:13]1[CH:14]=[CH:15][C:10]([CH2:6][N:5]([C:24](=[O:29])[CH2:25][CH2:26][CH2:27][CH3:28])[CH:4]([CH:1]([CH3:3])[CH3:2])[C:8]([OH:9])=[O:7])=[CH:11][CH:12]=1)#[N:23], predict the reactants needed to synthesize it. The reactants are: [CH:1]([CH:4]1[C:8](=[O:9])[O:7][CH:6]([C:10]2[CH:15]=[CH:14][C:13]([C:16]3[C:17]([C:22]#[N:23])=[CH:18][CH:19]=[CH:20][CH:21]=3)=[CH:12][CH:11]=2)[N:5]1[C:24](=[O:29])[CH2:25][CH2:26][CH2:27][CH3:28])([CH3:3])[CH3:2].C([O-])=O.[NH4+]. (4) Given the product [NH2:27][C:23]1[N:24]=[CH:25][N:26]=[C:21]([NH:1][C@H:2]([C:5]2[N:6]([CH:17]3[CH2:19][CH2:18]3)[C:7](=[O:16])[C:8]3[C:13]([CH:14]=2)=[CH:12][CH:11]=[CH:10][C:9]=3[Cl:15])[CH2:3][CH3:4])[C:22]=1[C:28]1[N:32]=[CH:31][N:30]([CH3:33])[N:29]=1, predict the reactants needed to synthesize it. The reactants are: [NH2:1][C@H:2]([C:5]1[N:6]([CH:17]2[CH2:19][CH2:18]2)[C:7](=[O:16])[C:8]2[C:13]([CH:14]=1)=[CH:12][CH:11]=[CH:10][C:9]=2[Cl:15])[CH2:3][CH3:4].Cl[C:21]1[N:26]=[CH:25][N:24]=[C:23]([NH2:27])[C:22]=1[C:28]1[N:32]=[CH:31][N:30]([CH3:33])[N:29]=1.CCN(C(C)C)C(C)C.